From a dataset of Full USPTO retrosynthesis dataset with 1.9M reactions from patents (1976-2016). Predict the reactants needed to synthesize the given product. (1) Given the product [NH:20]1[C:21]2[C:26](=[CH:25][CH:24]=[CH:23][CH:22]=2)[C:18]([CH2:17][CH2:16][N:15]2[C:33](=[O:34])[C:31]([OH:32])=[C:30]([C:28](=[O:29])[CH3:27])[CH:1]2[C:3]2[CH:14]=[CH:13][C:6]([C:7]([O:9][CH:10]([CH3:12])[CH3:11])=[O:8])=[CH:5][CH:4]=2)=[CH:19]1, predict the reactants needed to synthesize it. The reactants are: [CH:1]([C:3]1[CH:14]=[CH:13][C:6]([C:7]([O:9][CH:10]([CH3:12])[CH3:11])=[O:8])=[CH:5][CH:4]=1)=O.[NH2:15][CH2:16][CH2:17][C:18]1[C:26]2[C:21](=[CH:22][CH:23]=[CH:24][CH:25]=2)[NH:20][CH:19]=1.[CH3:27][C:28]([CH2:30][C:31]([C:33](OC)=[O:34])=[O:32])=[O:29]. (2) Given the product [C:1]12([C:11]3[CH:12]=[C:13]([NH:19][C:20]4[CH:21]=[CH:22][C:23]([CH2:26][CH2:27][C:28]([OH:30])=[O:29])=[CH:24][CH:25]=4)[CH:14]=[CH:15][C:16]=3[OH:17])[CH2:2][CH:3]3[CH2:4][CH:5]([CH2:6][CH:7]([CH2:9]3)[CH2:8]1)[CH2:10]2, predict the reactants needed to synthesize it. The reactants are: [C:1]12([C:11]3[CH:12]=[C:13]([NH:19][C:20]4[CH:25]=[CH:24][C:23](/[CH:26]=[CH:27]/[C:28]([O:30]CC5C=CC=CC=5)=[O:29])=[CH:22][CH:21]=4)[CH:14]=[CH:15][C:16]=3[O:17]C)[CH2:10][CH:5]3[CH2:6][CH:7]([CH2:9][CH:3]([CH2:4]3)[CH2:2]1)[CH2:8]2.C(O)C.CCOC(C)=O.[H][H].